From a dataset of Reaction yield outcomes from USPTO patents with 853,638 reactions. Predict the reaction yield, written as a fraction of the theoretical maximum amount of product (1.0 means a 100% yield; for example, 0.34 means a 34% yield). (1) The reactants are Cl[C:2]1[N:7]=[C:6]([C:8]2[CH:15]=[CH:14][C:11]([C:12]#[N:13])=[CH:10][CH:9]=2)[C:5]([Cl:16])=[CH:4][N:3]=1.[NH2:17][CH2:18][C@@H:19]1[CH2:23][CH2:22][N:21]([C:24]([O:26][C:27]([CH3:30])([CH3:29])[CH3:28])=[O:25])[CH2:20]1.CCN(C(C)C)C(C)C. The catalyst is C(O)C. The product is [Cl:16][C:5]1[C:6]([C:8]2[CH:15]=[CH:14][C:11]([C:12]#[N:13])=[CH:10][CH:9]=2)=[N:7][C:2]([NH:17][CH2:18][C@H:19]2[CH2:23][CH2:22][N:21]([C:24]([O:26][C:27]([CH3:30])([CH3:29])[CH3:28])=[O:25])[CH2:20]2)=[N:3][CH:4]=1. The yield is 0.900. (2) The reactants are [H-].[Na+].[NH2:3][C:4]1[CH:9]=[C:8]([Br:10])[N:7]=[C:6]([CH3:11])[N:5]=1.Cl[C:13]1[S:14][C:15]([C:18]([O:20][CH3:21])=[O:19])=[CH:16][N:17]=1.Cl. The catalyst is C1COCC1. The product is [Br:10][C:8]1[N:7]=[C:6]([CH3:11])[N:5]=[C:4]([NH:3][C:13]2[S:14][C:15]([C:18]([O:20][CH3:21])=[O:19])=[CH:16][N:17]=2)[CH:9]=1. The yield is 0.784. (3) The reactants are [Cl:1][C:2]1[CH:3]=[C:4]([CH:9]=[C:10]([C:12]2[CH:17]=[CH:16][C:15]([CH2:18]O)=[CH:14][CH:13]=2)[N:11]=1)[C:5]([O:7][CH3:8])=[O:6].C1(P(C2C=CC=CC=2)C2C=CC=CC=2)C=CC=CC=1.C(Br)(Br)(Br)[Br:40]. The catalyst is C(Cl)Cl. The product is [Br:40][CH2:18][C:15]1[CH:16]=[CH:17][C:12]([C:10]2[CH:9]=[C:4]([CH:3]=[C:2]([Cl:1])[N:11]=2)[C:5]([O:7][CH3:8])=[O:6])=[CH:13][CH:14]=1. The yield is 0.640.